From a dataset of Reaction yield outcomes from USPTO patents with 853,638 reactions. Predict the reaction yield, written as a fraction of the theoretical maximum amount of product (1.0 means a 100% yield; for example, 0.34 means a 34% yield). (1) The reactants are CC1OC(CC2CCC(C3SC(C4C=CC(N)=CC=4)=CN=3)CC2)=NN=1.[F:26][C:27]([F:50])([F:49])[S:28]([NH:31][C:32]([C:35]1[S:36][C:37]([C:40]2[CH:45]=[CH:44][C:43]([N+:46]([O-])=O)=[CH:42][CH:41]=2)=[CH:38][N:39]=1)([CH3:34])[CH3:33])(=[O:30])=[O:29]. No catalyst specified. The product is [NH2:46][C:43]1[CH:42]=[CH:41][C:40]([C:37]2[S:36][C:35]([C:32]([NH:31][S:28]([C:27]([F:26])([F:49])[F:50])(=[O:30])=[O:29])([CH3:33])[CH3:34])=[N:39][CH:38]=2)=[CH:45][CH:44]=1. The yield is 0.610. (2) The reactants are [CH3:1][C:2]1[NH:3][C:4]2[CH2:5][C:6](C)(C)[CH2:7][C:8](=[O:11])[C:9]=2[CH:10]=1.[H-].[Na+].Br[CH2:17][CH2:18][CH2:19][CH2:20][CH2:21][CH2:22][C:23]([O:25][CH2:26][CH3:27])=[O:24]. The product is [CH3:1][C:2]1[N:3]([CH2:17][CH2:18][CH2:19][CH2:20][CH2:21][CH2:22][C:23]([O:25][CH2:26][CH3:27])=[O:24])[C:4]2[CH2:5][CH2:6][CH2:7][C:8](=[O:11])[C:9]=2[CH:10]=1. The catalyst is CN(C=O)C. The yield is 0.780. (3) The reactants are [CH3:1][N:2]1[C:7](=[O:8])[C:6]2=[CH:9][CH:10]=[CH:11][CH:12]=[C:5]2[CH2:4][C:3]1=[O:13].Br[CH2:15][CH2:16]Br.C([O-])([O-])=O.[K+].[K+].O. The catalyst is [N+](CCCC)(CCCC)(CCCC)CCCC.[O-]S(O)(=O)=O.CN(C)C=O. The product is [CH3:1][N:2]1[C:3](=[O:13])[C:4]2([CH2:16][CH2:15]2)[C:5]2[C:6](=[CH:9][CH:10]=[CH:11][CH:12]=2)[C:7]1=[O:8]. The yield is 0.920. (4) The reactants are [BH4-].[Na+].B(F)(F)F.CC[O:9]CC.[CH2:12]([O:19][C:20]1[CH:25]=[CH:24][C:23]([C:26]2[CH2:31][CH2:30][N:29]([C:32]([O:34][C:35]([CH3:38])([CH3:37])[CH3:36])=[O:33])[CH2:28][CH:27]=2)=[CH:22][C:21]=1[F:39])[C:13]1[CH:18]=[CH:17][CH:16]=[CH:15][CH:14]=1.[OH-].[Na+].OO. The catalyst is C1COCC1.CCO. The product is [CH2:12]([O:19][C:20]1[CH:25]=[CH:24][C:23]([C@H:26]2[CH2:31][CH2:30][N:29]([C:32]([O:34][C:35]([CH3:36])([CH3:38])[CH3:37])=[O:33])[CH2:28][C@@H:27]2[OH:9])=[CH:22][C:21]=1[F:39])[C:13]1[CH:14]=[CH:15][CH:16]=[CH:17][CH:18]=1. The yield is 0.940. (5) The product is [C:6]([C:10]1[N:15]=[C:14]([Cl:3])[C:13]([C:17]([O:19][CH2:20][CH3:21])=[O:18])=[CH:12][N:11]=1)([CH3:9])([CH3:8])[CH3:7]. The reactants are O=P(Cl)(Cl)[Cl:3].[C:6]([C:10]1[N:15]=[C:14](O)[C:13]([C:17]([O:19][CH2:20][CH3:21])=[O:18])=[CH:12][N:11]=1)([CH3:9])([CH3:8])[CH3:7]. The yield is 0.950. The catalyst is CCN(CC)CC. (6) The reactants are [CH:1]1([C:4]2[N:5]=[CH:6][C:7]([O:10][C@@H:11]3[CH2:28][N:14]4[C:15](=[O:27])[CH2:16][CH2:17][N:18](C(OC(C)(C)C)=O)[CH2:19][C@@H:13]4[CH2:12]3)=[N:8][CH:9]=2)[CH2:3][CH2:2]1.[ClH:29]. The catalyst is CO.ClCCl.O1CCOCC1. The product is [ClH:29].[CH:1]1([C:4]2[N:5]=[CH:6][C:7]([O:10][C@@H:11]3[CH2:28][N:14]4[C:15](=[O:27])[CH2:16][CH2:17][NH:18][CH2:19][C@@H:13]4[CH2:12]3)=[N:8][CH:9]=2)[CH2:3][CH2:2]1. The yield is 1.00. (7) The reactants are [I:1][C:2]1[CH:7]=[CH:6][C:5]([C:8]2[CH:16]=[CH:15][CH:14]=[CH:13][C:9]=2[C:10]([NH2:12])=O)=[CH:4][CH:3]=1.C(#N)C.C(N(CC)CC)C.FC(F)(F)C(OC(=O)C(F)(F)F)=O. The catalyst is O. The product is [I:1][C:2]1[CH:3]=[CH:4][C:5]([C:8]2[CH:16]=[CH:15][CH:14]=[CH:13][C:9]=2[C:10]#[N:12])=[CH:6][CH:7]=1. The yield is 0.959.